This data is from Forward reaction prediction with 1.9M reactions from USPTO patents (1976-2016). The task is: Predict the product of the given reaction. (1) Given the reactants C(OC([NH:8][C@H:9]([C:19]([NH:21][CH2:22][C:23]#[N:24])=[O:20])[CH2:10][C:11]1[CH:16]=[C:15]([CH3:17])[CH:14]=[C:13]([CH3:18])[CH:12]=1)=O)(C)(C)C.CS(O)(=O)=O, predict the reaction product. The product is: [C:23]([CH2:22][NH:21][C:19](=[O:20])[C@H:9]([CH2:10][C:11]1[CH:12]=[C:13]([CH3:18])[CH:14]=[C:15]([CH3:17])[CH:16]=1)[NH2:8])#[N:24]. (2) Given the reactants [CH2:1]([C:3]1([C:16]([O-:18])=[O:17])[CH2:8][CH2:7][CH2:6][N:5]([C:9]([O:11][C:12]([CH3:15])([CH3:14])[CH3:13])=[O:10])[CH2:4]1)[CH3:2].[CH2:19](I)[CH3:20], predict the reaction product. The product is: [CH2:1]([C:3]1([C:16]([O:18][CH2:19][CH3:20])=[O:17])[CH2:8][CH2:7][CH2:6][N:5]([C:9]([O:11][C:12]([CH3:14])([CH3:13])[CH3:15])=[O:10])[CH2:4]1)[CH3:2].